Dataset: Reaction yield outcomes from USPTO patents with 853,638 reactions. Task: Predict the reaction yield, written as a fraction of the theoretical maximum amount of product (1.0 means a 100% yield; for example, 0.34 means a 34% yield). (1) The reactants are [O:1]1[C:5]2[CH:6]=[CH:7][C:8]([C:10]3([C:13]([NH:15][C:16]4[CH:17]=[C:18]([C:23]5[CH:28]=[CH:27][C:26]([C:29]#[N:30])=[C:25]([Cl:31])[CH:24]=5)[C:19]([CH3:22])=[CH:20][CH:21]=4)=[O:14])[CH2:12][CH2:11]3)=[CH:9][C:4]=2[O:3][CH2:2]1.[Cl-].[NH4+].[N-:34]=[N+:35]=[N-:36].[Na+]. The catalyst is CN(C=O)C. The product is [O:1]1[C:5]2[CH:6]=[CH:7][C:8]([C:10]3([C:13]([NH:15][C:16]4[CH:17]=[C:18]([C:23]5[CH:28]=[CH:27][C:26]([C:29]6[N:34]=[N:35][NH:36][N:30]=6)=[C:25]([Cl:31])[CH:24]=5)[C:19]([CH3:22])=[CH:20][CH:21]=4)=[O:14])[CH2:12][CH2:11]3)=[CH:9][C:4]=2[O:3][CH2:2]1. The yield is 0.0900. (2) The reactants are [Cl:1][C:2]1[CH:3]=[C:4]2[C:8](=[CH:9][CH:10]=1)[N:7]([CH2:11][C:12]([O:14][CH3:15])=[O:13])[C:6](C)=[CH:5]2.[CH3:17][O:18][C:19]1[N:24]=[CH:23][C:22]([CH:25]=O)=[CH:21][CH:20]=1.C([SiH](CC)CC)C.FC(F)(F)C(O)=O. No catalyst specified. The product is [Cl:1][C:2]1[CH:3]=[C:4]2[C:8](=[CH:9][CH:10]=1)[N:7]([CH2:11][C:12]([O:14][CH3:15])=[O:13])[CH:6]=[C:5]2[CH2:25][C:22]1[CH:23]=[N:24][C:19]([O:18][CH3:17])=[CH:20][CH:21]=1. The yield is 0.390.